From a dataset of Catalyst prediction with 721,799 reactions and 888 catalyst types from USPTO. Predict which catalyst facilitates the given reaction. (1) Reactant: [CH2:1]([C:3]1[NH:4][C:5]([C:9]2[CH:14]=[C:13](F)[CH:12]=[CH:11][C:10]=2[N+:16]([O-:18])=[O:17])=[C:6]([CH3:8])[N:7]=1)[CH3:2].[NH:19]1[CH2:24][CH2:23][CH2:22][CH2:21][CH2:20]1. Product: [CH2:1]([C:3]1[NH:4][C:5]([C:9]2[CH:14]=[C:13]([N:19]3[CH2:24][CH2:23][CH2:22][CH2:21][CH2:20]3)[CH:12]=[CH:11][C:10]=2[N+:16]([O-:18])=[O:17])=[C:6]([CH3:8])[N:7]=1)[CH3:2]. The catalyst class is: 413. (2) Reactant: [O:1]=[C:2]([C:19]1[CH:20]=[CH:21][C:22]2[S:27][C:26]3[N:28]=[CH:29][CH:30]=[N:31][C:25]=3[NH:24][C:23]=2[CH:32]=1)[CH2:3][N:4]1[CH2:9][CH2:8][CH:7]([CH2:10][CH2:11][CH:12]([CH3:18])[C:13]([O:15][CH2:16][CH3:17])=[O:14])[CH2:6][CH2:5]1.[BH4-].[Na+].C(OCC)(=O)C. Product: [OH:1][CH:2]([C:19]1[CH:20]=[CH:21][C:22]2[S:27][C:26]3[N:28]=[CH:29][CH:30]=[N:31][C:25]=3[NH:24][C:23]=2[CH:32]=1)[CH2:3][N:4]1[CH2:5][CH2:6][CH:7]([CH2:10][CH2:11][CH:12]([CH3:18])[C:13]([O:15][CH2:16][CH3:17])=[O:14])[CH2:8][CH2:9]1. The catalyst class is: 8. (3) Reactant: Cl.[CH3:2][N:3]1[CH:7]=[C:6]([C:8]2[N:13]=[C:12]([C:14]3[CH:15]=[N:16][N:17]([C:19]4([CH2:23][C:24]#[N:25])[CH2:22][NH:21][CH2:20]4)[CH:18]=3)[N:11]3[CH:26]=[CH:27][N:28]=[C:10]3[CH:9]=2)[CH:5]=[N:4]1.[O:29]1[CH2:32][C:31](=O)[CH2:30]1.C(O)(=O)C.C([BH3-])#N.[Na+]. Product: [CH3:2][N:3]1[CH:7]=[C:6]([C:8]2[N:13]=[C:12]([C:14]3[CH:15]=[N:16][N:17]([C:19]4([CH2:23][C:24]#[N:25])[CH2:22][N:21]([CH:31]5[CH2:32][O:29][CH2:30]5)[CH2:20]4)[CH:18]=3)[N:11]3[CH:26]=[CH:27][N:28]=[C:10]3[CH:9]=2)[CH:5]=[N:4]1. The catalyst class is: 100. (4) The catalyst class is: 607. Reactant: [CH3:1][N:2]([C:4]([C:6]1[NH:7][CH:8]=[CH:9][CH:10]=1)=[O:5])[NH2:3].C1C=CC2N(O)N=NC=2C=1.[I:21][C:22]1[CH:30]=[CH:29][C:25]([C:26](O)=[O:27])=[CH:24][CH:23]=1.CCN(C(C)C)C(C)C. Product: [CH3:1][N:2]([C:4]([C:6]1[NH:7][CH:8]=[CH:9][CH:10]=1)=[O:5])[NH:3][C:26](=[O:27])[C:25]1[CH:29]=[CH:30][C:22]([I:21])=[CH:23][CH:24]=1. (5) Reactant: Cl.[NH2:2][C@@H:3]1[C:17](=[O:18])[N:16]2[CH2:19][C@@H:20]([O:22][S:23]([C:26]3[CH:31]=[CH:30][C:29]([Br:32])=[CH:28][CH:27]=3)(=[O:25])=[O:24])[CH2:21][C@H:15]2[C:14](=[O:33])[NH:13][C@:12]2([C:35]([O:37][CH2:38][CH3:39])=[O:36])[CH2:34][C@H:11]2[CH:10]=[CH:9][CH2:8][CH2:7][CH2:6][CH2:5][CH2:4]1.CCN(CC)CC.[CH2:47]([C@@H:52]1[CH2:56][CH2:55][CH2:54][C@H:53]1[O:57][C:58](ON1C(=O)CCC1=O)=[O:59])[CH2:48][CH2:49][CH:50]=[CH2:51].Cl. Product: [Br:32][C:29]1[CH:28]=[CH:27][C:26]([S:23]([O:22][C@@H:20]2[CH2:19][N:16]3[C:17](=[O:18])[C@@H:3]([NH:2][C:58]([O:57][C@@H:53]4[CH2:54][CH2:55][CH2:56][C@H:52]4[CH2:47][CH2:48][CH2:49][CH:50]=[CH2:51])=[O:59])[CH2:4][CH2:5][CH2:6][CH2:7][CH2:8][CH:9]=[CH:10][C@@H:11]4[CH2:34][C@@:12]4([C:35]([O:37][CH2:38][CH3:39])=[O:36])[NH:13][C:14](=[O:33])[C@@H:15]3[CH2:21]2)(=[O:25])=[O:24])=[CH:31][CH:30]=1. The catalyst class is: 210. (6) Reactant: [CH:1]([O:4][C:5]1[CH:6]=[C:7]2[C:12](=[CH:13][CH:14]=1)[C:11]([Cl:15])=[N:10][C:9]([C:16]([OH:18])=O)=[C:8]2[OH:19])([CH3:3])[CH3:2].CN(C(ON1N=NC2C=CC=NC1=2)=[N+](C)C)C.F[P-](F)(F)(F)(F)F.C[O:45][C:46](=[O:50])[C@H:47]([CH3:49])[NH2:48].[OH-].[Na+].Cl. The catalyst class is: 24. Product: [CH:1]([O:4][C:5]1[CH:6]=[C:7]2[C:12](=[CH:13][CH:14]=1)[C:11]([Cl:15])=[N:10][C:9]([C:16]([NH:48][C@@H:47]([CH3:49])[C:46]([OH:50])=[O:45])=[O:18])=[C:8]2[OH:19])([CH3:2])[CH3:3]. (7) Reactant: CO[C:3](OC)([N:5]([CH3:7])C)[CH3:4].[C:10]([NH:13][NH2:14])(=O)[CH3:11].N[C@H:16]1[CH2:21]C[CH2:19][C@@H:18]([NH:22][S:23]([C:26]2[C:31]([CH:32]([CH3:34])[CH3:33])=[CH:30][C:29]([CH:35]([CH3:37])[CH3:36])=[CH:28][C:27]=2[CH:38]([CH3:40])[CH3:39])(=[O:25])=[O:24])[CH2:17]1. Product: [CH3:11][C:10]1[N:5]([C@@H:7]2[CH2:21][CH2:16][CH2:17][C@H:18]([NH:22][S:23]([C:26]3[C:31]([CH:32]([CH3:34])[CH3:33])=[CH:30][C:29]([CH:35]([CH3:37])[CH3:36])=[CH:28][C:27]=3[CH:38]([CH3:39])[CH3:40])(=[O:25])=[O:24])[CH2:19]2)[C:3]([CH3:4])=[N:14][N:13]=1. The catalyst class is: 10. (8) The catalyst class is: 49. Product: [Cl:1][C:2]1[N:7]=[C:6]([C:8]([CH:10]2[CH2:11][CH2:12]2)([OH:9])[CH3:13])[CH:5]=[CH:4][N:3]=1. Reactant: [Cl:1][C:2]1[N:7]=[C:6]([C:8]([CH:10]2[CH2:12][CH2:11]2)=[O:9])[CH:5]=[CH:4][N:3]=1.[CH3:13][Mg]Cl.